From a dataset of TCR-epitope binding with 47,182 pairs between 192 epitopes and 23,139 TCRs. Binary Classification. Given a T-cell receptor sequence (or CDR3 region) and an epitope sequence, predict whether binding occurs between them. (1) The epitope is ITEEVGHTDLMAAY. The TCR CDR3 sequence is CASSIGGNTEAFF. Result: 1 (the TCR binds to the epitope). (2) Result: 0 (the TCR does not bind to the epitope). The epitope is EHPTFTSQYRIQGKL. The TCR CDR3 sequence is CASSLGGGWGDTQYF. (3) The epitope is VLWAHGFEL. The TCR CDR3 sequence is CASNEGFGNEQFF. Result: 1 (the TCR binds to the epitope). (4) The epitope is GLCTLVAML. The TCR CDR3 sequence is CSVEASEGLFNEQFF. Result: 1 (the TCR binds to the epitope). (5) The epitope is GMFNMLSTVLGVS. The TCR CDR3 sequence is CANCRWAPAPYEQYF. Result: 0 (the TCR does not bind to the epitope). (6) The epitope is TPQDLNTML. The TCR CDR3 sequence is CAVVGTGLGYTF. Result: 0 (the TCR does not bind to the epitope). (7) The TCR CDR3 sequence is CASSLGTGGDEQYF. Result: 1 (the TCR binds to the epitope). The epitope is LLQTGIHVRVSQPSL. (8) The epitope is QVPLRPMTYK. The TCR CDR3 sequence is CASSQDRGGFYEQYF. Result: 0 (the TCR does not bind to the epitope). (9) The epitope is KLSYGIATV. The TCR CDR3 sequence is CASSELLEQFF. Result: 1 (the TCR binds to the epitope). (10) The epitope is ARMILMTHF. The TCR CDR3 sequence is CASYPDRGRANEQFF. Result: 0 (the TCR does not bind to the epitope).